Dataset: Forward reaction prediction with 1.9M reactions from USPTO patents (1976-2016). Task: Predict the product of the given reaction. (1) Given the reactants [CH2:1]1[CH2:11][CH2:10][N:9]2[C:4](=[N:5][CH2:6][CH2:7][CH2:8]2)[CH2:3][CH2:2]1.C1C(=O)N(Cl)C(=O)C1.C1C(=O)N(Cl)C(=O)C1, predict the reaction product. The product is: [CH2:1]1[CH2:11][CH2:10][N:9]2[C:4](=[N:5][CH2:6][CH2:7][CH2:8]2)[CH2:3][CH2:2]1. (2) The product is: [CH:41]1([CH2:42][CH:20]([NH:22][C:19]2[CH:20]=[CH:21][C:16]([N:15]([C:23]3[CH:28]=[CH:27][C:26]([NH:29][CH:10]([CH2:55][CH:49]4[CH2:54][CH2:53][CH2:52][CH2:51][CH2:50]4)[CH2:9][CH3:14])=[CH:25][CH:24]=3)[C:12]3[CH:11]=[CH:10][C:9]([N:8]([C:5]4[CH:4]=[CH:3][C:2]([NH:1][CH:11]([CH2:55][CH:49]5[CH2:54][CH2:53][CH2:52][CH2:51][CH2:50]5)[CH2:12][CH3:13])=[CH:7][CH:6]=4)[C:30]4[CH:35]=[CH:34][C:33]([NH:36][CH:17]([CH2:55][CH:49]5[CH2:54][CH2:53][CH2:52][CH2:51][CH2:50]5)[CH2:16][CH3:21])=[CH:32][CH:31]=4)=[CH:14][CH:13]=3)=[CH:17][CH:18]=2)[CH2:19][CH3:18])[CH2:7][CH2:2][CH2:3][CH2:4][CH2:40]1. Given the reactants [NH2:1][C:2]1[CH:7]=[CH:6][C:5]([N:8]([C:30]2[CH:35]=[CH:34][C:33]([NH2:36])=[CH:32][CH:31]=2)[C:9]2[CH:14]=[CH:13][C:12]([N:15]([C:23]3[CH:28]=[CH:27][C:26]([NH2:29])=[CH:25][CH:24]=3)[C:16]3[CH:21]=[CH:20][C:19]([NH2:22])=[CH:18][CH:17]=3)=[CH:11][CH:10]=2)=[CH:4][CH:3]=1.[H][H].I[CH2:40][CH2:41][CH3:42].C(=O)([O-])[O-].[K+].[K+].[C:49]1([CH3:55])[CH:54]=[CH:53][CH:52]=[CH:51][CH:50]=1, predict the reaction product.